From a dataset of CYP2D6 inhibition data for predicting drug metabolism from PubChem BioAssay. Regression/Classification. Given a drug SMILES string, predict its absorption, distribution, metabolism, or excretion properties. Task type varies by dataset: regression for continuous measurements (e.g., permeability, clearance, half-life) or binary classification for categorical outcomes (e.g., BBB penetration, CYP inhibition). Dataset: cyp2d6_veith. (1) The compound is COCCn1c(=O)c(-c2cc(F)cc(F)c2)nc2cnc(N3CCOCC3)nc21. The result is 0 (non-inhibitor). (2) The drug is CN(C)c1nc(-c2ccc3c(c2)OCO3)nc2ccccc12. The result is 1 (inhibitor). (3) The molecule is c1ccc(C(c2ccccc2)N2CC3(CCNCC3)C2)cc1. The result is 1 (inhibitor). (4) The compound is Cc1ccc(C)c(NC(=O)Cn2nnc(C(=O)NCc3cccs3)c2N)c1. The result is 0 (non-inhibitor). (5) The drug is O=S1(=O)CCN(Cc2ccccn2)CC1. The result is 0 (non-inhibitor).